From a dataset of Full USPTO retrosynthesis dataset with 1.9M reactions from patents (1976-2016). Predict the reactants needed to synthesize the given product. (1) Given the product [CH3:69][C:70]1[O:74][CH:73]=[C:72](/[CH:75]=[C:76](/[C@H:78]2[O:96][C:94](=[O:95])[CH2:93][C@H:92]([OH:97])[C:91]([CH3:99])([CH3:98])[C:89](=[O:90])[C@H:88]([CH3:100])[C@@H:87]([OH:101])[C@@H:86]([CH3:102])[CH2:85][CH2:84][CH2:83][CH:81]=[CH:80][CH2:79]2)\[CH3:77])[N:71]=1, predict the reactants needed to synthesize it. The reactants are: [K+].[Br-].CC1SC=C(/C=C(/[C@H]2OC(=O)C[C@H](O)[C@H](C)C(=O)[C@H](C)[C@@H](O)[C@@H](C)CCC[C@H]3O[C@H]3C2)\C)N=1.CC1SC=C(/C=C(/[C@H]2OC(=O)C[C@H](O)[C@@H](C)C(=O)[C@H](C)[C@@H](O)[C@@H](C)CCC[C@H]3O[C@H]3C2)\C)N=1.[CH3:69][C:70]1[O:74][CH:73]=[C:72](/[CH:75]=[C:76](/[C@H:78]2[O:96][C:94](=[O:95])[CH2:93][C@H:92]([OH:97])[C:91]([CH3:99])([CH3:98])[C:89](=[O:90])[C@H:88]([CH3:100])[C@@H:87]([OH:101])[C@@H:86]([CH3:102])[CH2:85][CH2:84][CH2:83][C@H:81]3O[C@H:80]3[CH2:79]2)\[CH3:77])[N:71]=1.CC1SC=C(/C=C/[C@H]2OC(=O)C[C@H](O)C(C)(C)C(=O)[C@H](C)[C@@H](O)[C@@H](C)CCC[C@H]3O[C@H]3C2)N=1. (2) Given the product [Cl:23][C:17]1[C:16]([CH3:24])=[C:15]([N:11]2[C:12](=[O:14])[CH2:13][C@@H:9]([OH:8])[C@@H:10]2[CH2:25][CH3:26])[CH:22]=[CH:21][C:18]=1[C:19]#[N:20], predict the reactants needed to synthesize it. The reactants are: [Si]([O:8][C@@H:9]1[CH2:13][C:12](=[O:14])[N:11]([C:15]2[CH:22]=[CH:21][C:18]([C:19]#[N:20])=[C:17]([Cl:23])[C:16]=2[CH3:24])[C@H:10]1[CH2:25][CH3:26])(C(C)(C)C)(C)C.CO.Cl.C(=O)([O-])O.[Na+]. (3) Given the product [OH:10][CH2:9][C@H:8]([NH:11][C:12]([C@H:14]1[CH2:16][C@@H:15]1[C:17]1[S:18][CH:19]=[CH:20][CH:21]=1)=[O:13])[C:5]1[CH:6]=[CH:7][C:2]([C:31]2[CH:36]=[CH:35][C:34]([CH3:37])=[CH:33][CH:32]=2)=[CH:3][CH:4]=1, predict the reactants needed to synthesize it. The reactants are: Br[C:2]1[CH:7]=[CH:6][C:5]([C@@H:8]([NH:11][C:12]([C@H:14]2[CH2:16][C@@H:15]2[C:17]2[S:18][CH:19]=[CH:20][CH:21]=2)=[O:13])[CH2:9][OH:10])=[CH:4][CH:3]=1.[O-]P([O-])([O-])=O.[K+].[K+].[K+].B(O)(O)[C:31]1[CH:32]=[CH:33][C:34]([CH3:37])=[CH:35][CH:36]=1.N#N.[OH-].[Na+]. (4) Given the product [CH:9]([O:12][C:13]1[CH:21]=[C:20]([C:22]([O:24][CH3:25])=[O:23])[CH:19]=[C:18]2[C:14]=1[CH:15]=[CH:16][N:17]2[CH3:1])([CH3:11])[CH3:10], predict the reactants needed to synthesize it. The reactants are: [C:1](=O)([O-])[O-].[K+].[K+].IC.[CH:9]([O:12][C:13]1[CH:21]=[C:20]([C:22]([O:24][CH3:25])=[O:23])[CH:19]=[C:18]2[C:14]=1[CH:15]=[CH:16][NH:17]2)([CH3:11])[CH3:10].CCCCCCC.C(OCC)(=O)C. (5) Given the product [C:27]1([C:9]2[C:8]([CH:4]([CH2:5][CH2:6][CH3:7])[C:3]([OH:33])=[O:2])=[C:13]([C:14]3[CH:15]=[CH:16][C:17]([CH3:20])=[CH:18][CH:19]=3)[N:12]=[C:11]([N:21]3[CH2:26][CH2:25][CH2:24][CH2:23][CH2:22]3)[N:10]=2)[CH:28]=[CH:29][CH:30]=[CH:31][CH:32]=1, predict the reactants needed to synthesize it. The reactants are: C[O:2][C:3](=[O:33])[CH:4]([C:8]1[C:9]([C:27]2[CH:32]=[CH:31][CH:30]=[CH:29][CH:28]=2)=[N:10][C:11]([N:21]2[CH2:26][CH2:25][CH2:24][CH2:23][CH2:22]2)=[N:12][C:13]=1[C:14]1[CH:19]=[CH:18][C:17]([CH3:20])=[CH:16][CH:15]=1)[CH2:5][CH2:6][CH3:7].[OH-].[Na+]. (6) Given the product [CH3:8][O:9][C:10]([C:12]1[CH:13]=[CH:14][N:15]2[C:20]=1[C:19](=[O:21])[N:18]([CH2:22][C:23]1[CH:28]=[CH:27][CH:26]=[CH:25][CH:24]=1)[C:17]([CH:29]([N:32]([CH2:33][CH2:34][CH2:35][NH:36][C:37]([O:39][C:40]([CH3:42])([CH3:41])[CH3:43])=[O:38])[C:49](=[O:50])[C:48]1[CH:52]=[CH:53][C:45]([CH3:44])=[CH:46][CH:47]=1)[CH2:30][CH3:31])=[N:16]2)=[O:11], predict the reactants needed to synthesize it. The reactants are: C(N(CC)CC)C.[CH3:8][O:9][C:10]([C:12]1[CH:13]=[CH:14][N:15]2[C:20]=1[C:19](=[O:21])[N:18]([CH2:22][C:23]1[CH:28]=[CH:27][CH:26]=[CH:25][CH:24]=1)[C:17]([CH:29]([NH:32][CH2:33][CH2:34][CH2:35][NH:36][C:37]([O:39][C:40]([CH3:43])([CH3:42])[CH3:41])=[O:38])[CH2:30][CH3:31])=[N:16]2)=[O:11].[CH3:44][C:45]1[CH:53]=[CH:52][C:48]([C:49](Cl)=[O:50])=[CH:47][CH:46]=1.